This data is from Reaction yield outcomes from USPTO patents with 853,638 reactions. The task is: Predict the reaction yield, written as a fraction of the theoretical maximum amount of product (1.0 means a 100% yield; for example, 0.34 means a 34% yield). (1) The reactants are Br[C:2]1[CH:3]=[C:4]([O:8][CH:9]([CH3:11])[CH3:10])[CH:5]=[N:6][CH:7]=1.[CH3:12][C@H:13]([OH:17])[CH2:14][CH:15]=[CH2:16].C(N(CC)CC)C. The catalyst is C([O-])(=O)C.[Pd+2].C([O-])(=O)C.C1(C)C=CC=CC=1P(C1C=CC=CC=1C)C1C=CC=CC=1C.C(#N)C. The product is [CH:9]([O:8][C:4]1[CH:3]=[C:2](/[CH:16]=[CH:15]/[CH2:14][C@@H:13]([OH:17])[CH3:12])[CH:7]=[N:6][CH:5]=1)([CH3:11])[CH3:10]. The yield is 0.607. (2) The reactants are [CH:1]([O:4][C:5]1[CH:10]=[CH:9][C:8]([C:11]2[C:15]([CH:16]=[O:17])=[CH:14][N:13](C3CCCCO3)[N:12]=2)=[CH:7][CH:6]=1)([CH3:3])[CH3:2].[ClH:24]. No catalyst specified. The product is [ClH:24].[CH:1]([O:4][C:5]1[CH:10]=[CH:9][C:8]([C:11]2[C:15]([CH:16]=[O:17])=[CH:14][NH:13][N:12]=2)=[CH:7][CH:6]=1)([CH3:3])[CH3:2]. The yield is 0.980. (3) The reactants are [CH3:1][NH2:2].Br[CH2:4][CH2:5][CH2:6][NH:7][C:8]1[CH:17]=[C:16]2[C:11]([CH:12]=[C:13]([C:19]3[CH:24]=[CH:23][CH:22]=[CH:21][C:20]=3[C:25]([F:28])([F:27])[F:26])[NH:14][C:15]2=[O:18])=[CH:10][CH:9]=1. No catalyst specified. The product is [CH3:1][NH:2][CH2:4][CH2:5][CH2:6][NH:7][C:8]1[CH:17]=[C:16]2[C:11]([CH:12]=[C:13]([C:19]3[CH:24]=[CH:23][CH:22]=[CH:21][C:20]=3[C:25]([F:28])([F:27])[F:26])[NH:14][C:15]2=[O:18])=[CH:10][CH:9]=1. The yield is 0.660. (4) The yield is 0.840. The reactants are [CH3:1][C:2]1([CH3:16])[C:6](=O)[CH2:5][CH2:4][N:3]1[C:8]([C:10]1[CH:15]=[CH:14][CH:13]=[CH:12][CH:11]=1)=[O:9].C([O-])(=O)C.[Na+].Cl.[CH3:23][O:24][NH2:25]. The catalyst is CO. The product is [CH3:23][O:24]/[N:25]=[C:6]1/[C:2]([CH3:16])([CH3:1])[N:3]([C:8]([C:10]2[CH:15]=[CH:14][CH:13]=[CH:12][CH:11]=2)=[O:9])[CH2:4][CH2:5]/1. (5) The reactants are Br[C:2]1[CH:3]=[C:4]([CH3:14])[C:5]2[O:9][C:8]([CH3:11])([CH3:10])[CH2:7][C:6]=2[C:12]=1[CH3:13].[CH3:15][O:16][C:17]1[CH:22]=[CH:21][C:20]([CH:23]2[O:28][CH2:27][CH2:26][NH:25][CH2:24]2)=[CH:19][CH:18]=1. No catalyst specified. The product is [CH3:15][O:16][C:17]1[CH:18]=[CH:19][C:20]([CH:23]2[O:28][CH2:27][CH2:26][N:25]([C:2]3[CH:3]=[C:4]([CH3:14])[C:5]4[O:9][C:8]([CH3:11])([CH3:10])[CH2:7][C:6]=4[C:12]=3[CH3:13])[CH2:24]2)=[CH:21][CH:22]=1. The yield is 0.560. (6) The reactants are [CH2:1]([N:8]1[C:13](=[O:14])[C:12]([C:15]2[NH:20][C:19]3[CH:21]=[CH:22][CH:23]=[CH:24][C:18]=3[S:17](=[O:26])(=[O:25])[N:16]=2)=[C:11]([OH:27])[C:10]2[S:28][C:29](S(C)(=O)=O)=[N:30][C:9]1=2)[C:2]1[CH:7]=[CH:6][CH:5]=[CH:4][CH:3]=1.[NH3:35]. No catalyst specified. The product is [NH2:35][C:29]1[S:28][C:10]2[C:11]([OH:27])=[C:12]([C:15]3[NH:20][C:19]4[CH:21]=[CH:22][CH:23]=[CH:24][C:18]=4[S:17](=[O:25])(=[O:26])[N:16]=3)[C:13](=[O:14])[N:8]([CH2:1][C:2]3[CH:3]=[CH:4][CH:5]=[CH:6][CH:7]=3)[C:9]=2[N:30]=1. The yield is 1.00. (7) The reactants are [C:1]([O:5][C:6]([NH:8][C@H:9]([C:17]([OH:19])=[O:18])[CH2:10][C:11]1[CH:16]=[CH:15][CH:14]=[CH:13][CH:12]=1)=[O:7])([CH3:4])([CH3:3])[CH3:2].[NH2:20][C@H:21]1[C@@H:25]2[O:26][C:27]([CH3:30])([CH3:29])[O:28][C@@H:24]2[C@@H:23]([OH:31])[CH2:22]1.C1(C)C=CC=CC=1. The catalyst is C(O)(C)C. The product is [C:1]([O:5][C:6]([NH:8][C@@H:9]([CH2:10][C:11]1[CH:12]=[CH:13][CH:14]=[CH:15][CH:16]=1)[C:17]([O-:19])=[O:18])=[O:7])([CH3:4])([CH3:2])[CH3:3].[OH:31][C@@H:23]1[C@H:24]2[O:28][C:27]([CH3:29])([CH3:30])[O:26][C@H:25]2[C@H:21]([NH3+:20])[CH2:22]1. The yield is 0.427. (8) The reactants are Cl.[NH2:2][N:3]1[CH2:7][CH2:6][CH2:5][C:4]1=[O:8].[CH2:9]([O:11][C:12](=[O:22])[CH2:13][C:14](=O)[C:15]1[CH:20]=[CH:19][CH:18]=[CH:17][N:16]=1)[CH3:10].N1C=CC=CC=1. The catalyst is O. The product is [CH2:9]([O:11][C:12](=[O:22])[CH2:13][C:14](=[N:2][N:3]1[CH2:7][CH2:6][CH2:5][C:4]1=[O:8])[C:15]1[CH:20]=[CH:19][CH:18]=[CH:17][N:16]=1)[CH3:10]. The yield is 0.980. (9) The reactants are [N+:1]([C:4]1[CH:9]=[CH:8][C:7]([C@@H:10]2[CH2:14][CH2:13][C@@H:12]([C:15]3[CH:20]=[CH:19][C:18]([N+:21]([O-])=O)=[CH:17][CH:16]=3)[N:11]2[C:24]2[CH:29]=[C:28]([F:30])[C:27]([N:31]3[CH2:36][CH2:35][CH:34]([C:37]4[CH:42]=[CH:41][CH:40]=[CH:39][CH:38]=4)[CH2:33][CH2:32]3)=[C:26]([F:43])[CH:25]=2)=[CH:6][CH:5]=1)([O-])=O.[Cl-].[NH4+].C(OCC)(=O)C. The catalyst is C1COCC1.C(O)C.O.[Fe]. The yield is 1.00. The product is [F:43][C:26]1[CH:25]=[C:24]([N:11]2[C@H:10]([C:7]3[CH:8]=[CH:9][C:4]([NH2:1])=[CH:5][CH:6]=3)[CH2:14][CH2:13][C@H:12]2[C:15]2[CH:16]=[CH:17][C:18]([NH2:21])=[CH:19][CH:20]=2)[CH:29]=[C:28]([F:30])[C:27]=1[N:31]1[CH2:36][CH2:35][CH:34]([C:37]2[CH:38]=[CH:39][CH:40]=[CH:41][CH:42]=2)[CH2:33][CH2:32]1. (10) The yield is 1.13. The reactants are [C:1]([O:5][C:6]([NH:8][C:9]1([C:13]2[CH:18]=[CH:17][C:16]([C:19]3[N:20]=[C:21]4[CH:26]=[CH:25][C:24]([C:27]([OH:29])=[O:28])=[N:23][N:22]4[C:30]=3[C:31]3[CH:36]=[CH:35][CH:34]=[CH:33][CH:32]=3)=[CH:15][CH:14]=2)[CH2:12][CH2:11][CH2:10]1)=[O:7])([CH3:4])([CH3:3])[CH3:2].[C:37](=O)([O-])[O-].[Cs+].[Cs+].CI.O. The product is [C:1]([O:5][C:6]([NH:8][C:9]1([C:13]2[CH:14]=[CH:15][C:16]([C:19]3[N:20]=[C:21]4[CH:26]=[CH:25][C:24]([C:27]([O:29][CH3:37])=[O:28])=[N:23][N:22]4[C:30]=3[C:31]3[CH:36]=[CH:35][CH:34]=[CH:33][CH:32]=3)=[CH:17][CH:18]=2)[CH2:10][CH2:11][CH2:12]1)=[O:7])([CH3:4])([CH3:2])[CH3:3]. The catalyst is CN(C=O)C.